This data is from NCI-60 drug combinations with 297,098 pairs across 59 cell lines. The task is: Regression. Given two drug SMILES strings and cell line genomic features, predict the synergy score measuring deviation from expected non-interaction effect. (1) Drug 1: CN(C)C(=N)N=C(N)N. Drug 2: C1=CC=C(C=C1)NC(=O)CCCCCCC(=O)NO. Cell line: HCT116. Synergy scores: CSS=49.0, Synergy_ZIP=1.79, Synergy_Bliss=-0.356, Synergy_Loewe=-62.9, Synergy_HSA=0.0851. (2) Drug 1: C1CCN(CC1)CCOC2=CC=C(C=C2)C(=O)C3=C(SC4=C3C=CC(=C4)O)C5=CC=C(C=C5)O. Drug 2: C1=NC2=C(N=C(N=C2N1C3C(C(C(O3)CO)O)F)Cl)N. Cell line: U251. Synergy scores: CSS=27.1, Synergy_ZIP=-3.92, Synergy_Bliss=-1.26, Synergy_Loewe=-13.7, Synergy_HSA=-0.987. (3) Synergy scores: CSS=-5.81, Synergy_ZIP=1.42, Synergy_Bliss=-4.45, Synergy_Loewe=-10.4, Synergy_HSA=-8.24. Cell line: NCIH23. Drug 2: C1C(C(OC1N2C=NC3=C(N=C(N=C32)Cl)N)CO)O. Drug 1: CCCS(=O)(=O)NC1=C(C(=C(C=C1)F)C(=O)C2=CNC3=C2C=C(C=N3)C4=CC=C(C=C4)Cl)F. (4) Drug 1: CC1C(C(CC(O1)OC2CC(CC3=C2C(=C4C(=C3O)C(=O)C5=C(C4=O)C(=CC=C5)OC)O)(C(=O)C)O)N)O.Cl. Drug 2: CS(=O)(=O)OCCCCOS(=O)(=O)C. Cell line: MOLT-4. Synergy scores: CSS=79.0, Synergy_ZIP=5.34, Synergy_Bliss=6.70, Synergy_Loewe=2.29, Synergy_HSA=8.00. (5) Drug 1: CC1=CC=C(C=C1)C2=CC(=NN2C3=CC=C(C=C3)S(=O)(=O)N)C(F)(F)F. Drug 2: CC1CCC2CC(C(=CC=CC=CC(CC(C(=O)C(C(C(=CC(C(=O)CC(OC(=O)C3CCCCN3C(=O)C(=O)C1(O2)O)C(C)CC4CCC(C(C4)OC)O)C)C)O)OC)C)C)C)OC. Cell line: MDA-MB-231. Synergy scores: CSS=12.9, Synergy_ZIP=7.73, Synergy_Bliss=13.3, Synergy_Loewe=9.88, Synergy_HSA=10.5. (6) Drug 1: CN(C)C1=NC(=NC(=N1)N(C)C)N(C)C. Drug 2: C1=CN(C(=O)N=C1N)C2C(C(C(O2)CO)O)O.Cl. Cell line: ACHN. Synergy scores: CSS=48.8, Synergy_ZIP=1.62, Synergy_Bliss=-0.134, Synergy_Loewe=-57.9, Synergy_HSA=-2.59. (7) Drug 1: CN(C)C1=NC(=NC(=N1)N(C)C)N(C)C. Drug 2: COC1=NC(=NC2=C1N=CN2C3C(C(C(O3)CO)O)O)N. Cell line: 786-0. Synergy scores: CSS=2.62, Synergy_ZIP=-0.801, Synergy_Bliss=-2.11, Synergy_Loewe=-13.5, Synergy_HSA=-4.48. (8) Drug 1: CNC(=O)C1=NC=CC(=C1)OC2=CC=C(C=C2)NC(=O)NC3=CC(=C(C=C3)Cl)C(F)(F)F. Drug 2: CCC1(CC2CC(C3=C(CCN(C2)C1)C4=CC=CC=C4N3)(C5=C(C=C6C(=C5)C78CCN9C7C(C=CC9)(C(C(C8N6C)(C(=O)OC)O)OC(=O)C)CC)OC)C(=O)OC)O.OS(=O)(=O)O. Cell line: NCI-H226. Synergy scores: CSS=-4.37, Synergy_ZIP=2.10, Synergy_Bliss=0.739, Synergy_Loewe=-2.16, Synergy_HSA=-3.26. (9) Drug 1: CC1=C(C(CCC1)(C)C)C=CC(=CC=CC(=CC(=O)O)C)C. Drug 2: C1CNP(=O)(OC1)N(CCCl)CCCl. Cell line: HOP-62. Synergy scores: CSS=-13.4, Synergy_ZIP=9.96, Synergy_Bliss=4.36, Synergy_Loewe=-6.24, Synergy_HSA=-9.60.